This data is from Peptide-MHC class I binding affinity with 185,985 pairs from IEDB/IMGT. The task is: Regression. Given a peptide amino acid sequence and an MHC pseudo amino acid sequence, predict their binding affinity value. This is MHC class I binding data. (1) The peptide sequence is IYHPQQFVYA. The MHC is HLA-A24:02 with pseudo-sequence HLA-A24:02. The binding affinity (normalized) is 0.345. (2) The peptide sequence is SELPQWLSANR. The MHC is HLA-B15:01 with pseudo-sequence HLA-B15:01. The binding affinity (normalized) is 0.0607. (3) The peptide sequence is RQKLKDAEK. The MHC is HLA-A02:19 with pseudo-sequence HLA-A02:19. The binding affinity (normalized) is 0.0847. (4) The MHC is HLA-A31:01 with pseudo-sequence HLA-A31:01. The binding affinity (normalized) is 0.774. The peptide sequence is AIITPVVFYR. (5) The peptide sequence is FFSPFFFSL. The MHC is HLA-B39:01 with pseudo-sequence HLA-B39:01. The binding affinity (normalized) is 0.0847. (6) The peptide sequence is KLTQGRQTY. The MHC is HLA-B07:02 with pseudo-sequence HLA-B07:02. The binding affinity (normalized) is 0.0847.